From a dataset of Forward reaction prediction with 1.9M reactions from USPTO patents (1976-2016). Predict the product of the given reaction. (1) Given the reactants [Cl:1][C:2]1[CH:3]=[CH:4][C:5]2[N:11]3[CH:12]=[CH:13][CH:14]=[C:10]3[C@@H:9]([CH2:15][C:16](OC)=[O:17])[S:8][C@H:7]([C:20]3[CH:25]=[CH:24][CH:23]=[C:22]([O:26][CH3:27])[C:21]=3[O:28][CH3:29])[C:6]=2[CH:30]=1.[H-].[Al+3].[Li+].[H-].[H-].[H-].[OH-].[Na+], predict the reaction product. The product is: [Cl:1][C:2]1[CH:3]=[CH:4][C:5]2[N:11]3[CH:12]=[CH:13][CH:14]=[C:10]3[C@@H:9]([CH2:15][CH2:16][OH:17])[S:8][C@H:7]([C:20]3[CH:25]=[CH:24][CH:23]=[C:22]([O:26][CH3:27])[C:21]=3[O:28][CH3:29])[C:6]=2[CH:30]=1. (2) The product is: [C:21]([O:20][C:18]([N:25]1[CH2:30][CH2:29][N:28]([S:2]([CH2:5][C@H:6]([CH3:17])[C:7]([O:9][CH2:10][C:11]2[CH:16]=[CH:15][CH:14]=[CH:13][CH:12]=2)=[O:8])(=[O:4])=[O:3])[CH2:27][CH2:26]1)=[O:19])([CH3:24])([CH3:22])[CH3:23]. Given the reactants Cl[S:2]([CH2:5][C@H:6]([CH3:17])[C:7]([O:9][CH2:10][C:11]1[CH:16]=[CH:15][CH:14]=[CH:13][CH:12]=1)=[O:8])(=[O:4])=[O:3].[C:18]([N:25]1[CH2:30][CH2:29][NH:28][CH2:27][CH2:26]1)([O:20][C:21]([CH3:24])([CH3:23])[CH3:22])=[O:19].CCN(CC)CC, predict the reaction product. (3) Given the reactants C([O:3][C:4]([C:6]1[N:7]([CH3:12])[N:8]=[C:9]([CH3:11])[CH:10]=1)=O)C.[OH-].[NH4+:14], predict the reaction product. The product is: [CH3:12][N:7]1[C:6]([C:4]([NH2:14])=[O:3])=[CH:10][C:9]([CH3:11])=[N:8]1. (4) Given the reactants [C:1]1(=[O:11])[O:6][C:4](=[O:5])[C:3]2=[CH:7][CH:8]=[CH:9][CH:10]=[C:2]12.[C:12]([O:16][CH2:17][CH2:18][OH:19])(=[O:15])[CH:13]=[CH2:14], predict the reaction product. The product is: [C:12]([O:16][CH2:17][CH2:18][O:19][C:4](=[O:5])[C:3]1[C:2](=[CH:10][CH:9]=[CH:8][CH:7]=1)[C:1]([OH:6])=[O:11])(=[O:15])[CH:13]=[CH2:14]. (5) The product is: [F:19][C:20]([F:32])([F:33])[C:21]1[CH:22]=[C:23]([NH:24][C:16](=[O:18])[CH2:15][C@H:12]2[CH2:11][CH2:10][C@H:9]([NH:8][C:6](=[O:7])[O:5][C:1]([CH3:2])([CH3:3])[CH3:4])[CH2:14][CH2:13]2)[CH:25]=[C:26]([C:28]([F:29])([F:31])[F:30])[CH:27]=1. Given the reactants [C:1]([O:5][C:6]([NH:8][C@H:9]1[CH2:14][CH2:13][C@H:12]([CH2:15][C:16]([OH:18])=O)[CH2:11][CH2:10]1)=[O:7])([CH3:4])([CH3:3])[CH3:2].[F:19][C:20]([F:33])([F:32])[C:21]1[CH:22]=[C:23]([CH:25]=[C:26]([C:28]([F:31])([F:30])[F:29])[CH:27]=1)[NH2:24].C(Cl)CCl, predict the reaction product. (6) Given the reactants Br[C:2]1[CH:3]=[C:4]([NH:10][C:11]2[S:12][C:13]3[CH2:14][N:15]([CH3:20])[CH2:16][CH2:17][C:18]=3[N:19]=2)[C:5](=[O:9])[N:6]([CH3:8])[CH:7]=1.[C:21]([O:24][CH2:25][C:26]1[C:27]([N:35]2[CH2:46][CH2:45][N:44]3[C:37](=[CH:38][C:39]4[CH2:40][C:41]([CH3:48])([CH3:47])[CH2:42][C:43]=43)[C:36]2=[O:49])=[N:28][CH:29]=[CH:30][C:31]=1B(O)O)(=[O:23])[CH3:22].[O-]P([O-])([O-])=O.[K+].[K+].[K+].C([O-])(=O)C.[Na+], predict the reaction product. The product is: [C:21]([O:24][CH2:25][C:26]1[C:27]([N:35]2[CH2:46][CH2:45][N:44]3[C:37](=[CH:38][C:39]4[CH2:40][C:41]([CH3:48])([CH3:47])[CH2:42][C:43]=43)[C:36]2=[O:49])=[N:28][CH:29]=[CH:30][C:31]=1[C:2]1[CH:3]=[C:4]([NH:10][C:11]2[S:12][C:13]3[CH2:14][N:15]([CH3:20])[CH2:16][CH2:17][C:18]=3[N:19]=2)[C:5](=[O:9])[N:6]([CH3:8])[CH:7]=1)(=[O:23])[CH3:22]. (7) Given the reactants [C:1]1([C@H:13]2[C@@H:17]([C:18]3[C:26]4[C:21](=[CH:22][CH:23]=[CH:24][CH:25]=4)[NH:20][CH:19]=3)[C:16](=[O:27])[NH:15][C:14]2=[O:28])[C:11]2=[C:12]3[C:7](=[CH:8][CH:9]=[CH:10]2)[CH2:6][CH2:5][CH2:4][N:3]3[CH:2]=1.CC(C)([O-])C.[K+].C(OCC)(=O)C, predict the reaction product. The product is: [C:1]1([C@H:13]2[C@H:17]([C:18]3[C:26]4[C:21](=[CH:22][CH:23]=[CH:24][CH:25]=4)[NH:20][CH:19]=3)[C:16](=[O:27])[NH:15][C:14]2=[O:28])[C:11]2=[C:12]3[C:7](=[CH:8][CH:9]=[CH:10]2)[CH2:6][CH2:5][CH2:4][N:3]3[CH:2]=1. (8) Given the reactants [N:1]1([C:7]2[CH:8]=[C:9]([CH:12]=[C:13]([N+:15]([O-])=O)[CH:14]=2)[C:10]#[N:11])[CH2:6][CH2:5][O:4][CH2:3][CH2:2]1.C([O-])=O.[NH4+], predict the reaction product. The product is: [NH2:15][C:13]1[CH:12]=[C:9]([CH:8]=[C:7]([N:1]2[CH2:6][CH2:5][O:4][CH2:3][CH2:2]2)[CH:14]=1)[C:10]#[N:11]. (9) Given the reactants [Cl:1][C:2]1[C:7]([C:8]([F:11])([F:10])[F:9])=[CH:6][N:5]=[C:4]([NH:12][C:13]2[CH:28]=[CH:27][C:16]([C:17]([O:19]CC3C=CC=CC=3)=[O:18])=[CH:15][C:14]=2[O:29][CH3:30])[N:3]=1, predict the reaction product. The product is: [Cl:1][C:2]1[C:7]([C:8]([F:10])([F:9])[F:11])=[CH:6][N:5]=[C:4]([NH:12][C:13]2[CH:28]=[CH:27][C:16]([C:17]([OH:19])=[O:18])=[CH:15][C:14]=2[O:29][CH3:30])[N:3]=1.